This data is from Forward reaction prediction with 1.9M reactions from USPTO patents (1976-2016). The task is: Predict the product of the given reaction. (1) The product is: [NH2:2][CH:1]([C:3]1([C:8]2[CH:9]=[CH:10][C:11]([F:14])=[CH:12][CH:13]=2)[CH2:7][CH:6]=[CH:5][CH2:4]1)[CH2:15][CH3:16]. Given the reactants [C:1]([C:3]1([C:8]2[CH:13]=[CH:12][C:11]([F:14])=[CH:10][CH:9]=2)[CH2:7][CH:6]=[CH:5][CH2:4]1)#[N:2].[CH2:15]([Mg]Br)[CH3:16].[BH4-].[Na+].[OH-].[Na+], predict the reaction product. (2) Given the reactants [C:1]([C:4]1[C:9]([C:10]([OH:12])=[O:11])=[C:8]([NH:13][C:14]2[CH:19]=[CH:18][CH:17]=[CH:16][C:15]=2[Cl:20])[C:7]([F:21])=[C:6]([F:22])[CH:5]=1)(=O)[CH3:2].Cl.[NH2:24]O, predict the reaction product. The product is: [Cl:20][C:15]1[CH:16]=[CH:17][CH:18]=[CH:19][C:14]=1[NH:13][C:8]1[C:9]2[C:10](=[O:11])[O:12][N:24]=[C:1]([CH3:2])[C:4]=2[CH:5]=[C:6]([F:22])[C:7]=1[F:21]. (3) Given the reactants [H-].[Na+].[I-].[CH3:4][S+](C)(C)=O.[Cl:9][C:10]1[CH:15]=[CH:14][C:13]([CH:16]=[CH:17][C:18]([N:20]([O:22][CH3:23])[CH3:21])=[O:19])=[CH:12][CH:11]=1, predict the reaction product. The product is: [CH3:23][O:22][N:20]([CH3:21])[C:18]([CH:17]1[CH2:4][CH:16]1[C:13]1[CH:12]=[CH:11][C:10]([Cl:9])=[CH:15][CH:14]=1)=[O:19]. (4) Given the reactants [Cl:1][C:2]1[CH:7]=[CH:6][C:5]([C:8]2[O:16][C:15]3[CH:14]=[CH:13][N:12]([C:17]4[CH:22]=[CH:21][C:20]([OH:23])=[C:19]([O:24][CH3:25])[CH:18]=4)[C:11](=[O:26])[C:10]=3[CH:9]=2)=[CH:4][CH:3]=1.C(=O)([O-])[O-].[K+].[K+].[CH3:33][C:34]1([O:37][CH2:36]1)[CH3:35], predict the reaction product. The product is: [Cl:1][C:2]1[CH:3]=[CH:4][C:5]([C:8]2[O:16][C:15]3[CH:14]=[CH:13][N:12]([C:17]4[CH:22]=[CH:21][C:20]([O:23][CH2:33][C:34]([OH:37])([CH3:36])[CH3:35])=[C:19]([O:24][CH3:25])[CH:18]=4)[C:11](=[O:26])[C:10]=3[CH:9]=2)=[CH:6][CH:7]=1. (5) Given the reactants [CH3:1][O:2][C:3]1[CH:4]=[C:5]([CH:8]=[CH:9][C:10]=1[O:11][CH3:12])[CH:6]=O.C([O-])(=O)C.[NH4+].[N+:18]([CH2:21][CH3:22])([O-:20])=[O:19], predict the reaction product. The product is: [CH3:12][O:11][C:10]1[CH:9]=[CH:8][C:5]([CH:6]=[C:21]([N+:18]([O-:20])=[O:19])[CH3:22])=[CH:4][C:3]=1[O:2][CH3:1]. (6) Given the reactants Br[C:2]1[CH:7]=[CH:6][C:5]2[C:8]3([CH2:28][O:29][C:4]=2[CH:3]=1)[C:16]1[C:11](=[CH:12][CH:13]=[CH:14][CH:15]=1)[N:10]([CH2:17][C:18]1[O:19][C:20]([C:23]([F:26])([F:25])[F:24])=[CH:21][CH:22]=1)[C:9]3=[O:27].[C:30]([N:37]1[CH2:41][CH2:40][C@@H:39]([NH2:42])[CH2:38]1)([O:32][C:33]([CH3:36])([CH3:35])[CH3:34])=[O:31].CC(P(C(C)(C)C)C1C(C2C=CC=CC=2)=CC=CC=1)(C)C.CC(C)([O-])C.[Na+], predict the reaction product. The product is: [O:27]=[C:9]1[C:8]2([C:5]3[CH:6]=[CH:7][C:2]([NH:42][C@@H:39]4[CH2:40][CH2:41][N:37]([C:30]([O:32][C:33]([CH3:36])([CH3:35])[CH3:34])=[O:31])[CH2:38]4)=[CH:3][C:4]=3[O:29][CH2:28]2)[C:16]2[C:11](=[CH:12][CH:13]=[CH:14][CH:15]=2)[N:10]1[CH2:17][C:18]1[O:19][C:20]([C:23]([F:26])([F:24])[F:25])=[CH:21][CH:22]=1. (7) Given the reactants [Cl:1][C:2]1[CH:3]=[C:4]([OH:23])[CH:5]=[CH:6][C:7]=1[CH:8]([CH3:22])[C:9]([OH:21])([C:14]1[CH:19]=[CH:18][N:17]=[C:16]([CH3:20])[CH:15]=1)[C:10]([F:13])([F:12])[F:11].[CH3:24][O:25][C:26](=[O:37])[C:27]1[CH:32]=[CH:31][C:30]([CH2:33]Br)=[C:29]([O:35][CH3:36])[CH:28]=1, predict the reaction product. The product is: [CH3:24][O:25][C:26](=[O:37])[C:27]1[CH:32]=[CH:31][C:30]([CH2:33][O:23][C:4]2[CH:5]=[CH:6][C:7]([CH:8]([CH3:22])[C:9]([OH:21])([C:14]3[CH:19]=[CH:18][N:17]=[C:16]([CH3:20])[CH:15]=3)[C:10]([F:13])([F:11])[F:12])=[C:2]([Cl:1])[CH:3]=2)=[C:29]([O:35][CH3:36])[CH:28]=1. (8) Given the reactants [Cl:1][C:2]1[N:10]=[C:9]2[C:5]([N:6]=[CH:7][N:8]2[CH:11]2[CH2:15][CH2:14][CH2:13][CH2:12]2)=[C:4]([NH:16][CH2:17][CH2:18][NH:19][C:20](=[O:35])[C:21]2[CH:26]=[C:25]([C:27]([F:30])([F:29])[F:28])[CH:24]=[C:23]([C:31]([F:34])([F:33])[F:32])[CH:22]=2)[N:3]=1.[NH2:36][C@H:37]1[CH2:42][CH2:41][C@H:40]([NH2:43])[CH2:39][CH2:38]1, predict the reaction product. The product is: [ClH:1].[ClH:1].[NH2:36][C@H:37]1[CH2:42][CH2:41][C@H:40]([NH:43][C:2]2[N:10]=[C:9]3[C:5]([N:6]=[CH:7][N:8]3[CH:11]3[CH2:15][CH2:14][CH2:13][CH2:12]3)=[C:4]([NH:16][CH2:17][CH2:18][NH:19][C:20](=[O:35])[C:21]3[CH:22]=[C:23]([C:31]([F:34])([F:33])[F:32])[CH:24]=[C:25]([C:27]([F:30])([F:29])[F:28])[CH:26]=3)[N:3]=2)[CH2:39][CH2:38]1.